Dataset: Full USPTO retrosynthesis dataset with 1.9M reactions from patents (1976-2016). Task: Predict the reactants needed to synthesize the given product. Given the product [NH2:15][C:11]1[CH:10]=[C:9]([O:8][C:7]2[CH:6]=[CH:5][C:4]([N+:1]([O-:3])=[O:2])=[CH:24][CH:23]=2)[N:14]=[CH:13][N:12]=1, predict the reactants needed to synthesize it. The reactants are: [N+:1]([C:4]1[CH:24]=[CH:23][C:7]([O:8][C:9]2[N:14]=[CH:13][N:12]=[C:11]([NH:15]C(=O)OC(C)(C)C)[CH:10]=2)=[CH:6][CH:5]=1)([O-:3])=[O:2].C(O)(C(F)(F)F)=O.